Task: Predict the product of the given reaction.. Dataset: Forward reaction prediction with 1.9M reactions from USPTO patents (1976-2016) Given the reactants [C:1]([C:5]1[CH:10]=[CH:9][C:8]([CH2:11][C:12]([OH:14])=[O:13])=[CH:7][CH:6]=1)([CH3:4])([CH3:3])[CH3:2].[CH3:15][O:16][C:17]([C:19]1[S:20][C:21]([CH:24]=O)=[CH:22][CH:23]=1)=[O:18].C(OC(=O)C)(=O)C.C(N(CC)CC)C, predict the reaction product. The product is: [CH3:15][O:16][C:17]([C:19]1[S:20][C:21](/[CH:24]=[C:11](\[C:8]2[CH:9]=[CH:10][C:5]([C:1]([CH3:4])([CH3:2])[CH3:3])=[CH:6][CH:7]=2)/[C:12]([OH:14])=[O:13])=[CH:22][CH:23]=1)=[O:18].